From a dataset of Forward reaction prediction with 1.9M reactions from USPTO patents (1976-2016). Predict the product of the given reaction. (1) The product is: [Br:19][C:15]1[N:14]=[C:13]([CH2:12][C:9]2[N:10]=[N:11][N:7]([CH2:6][CH2:5][OH:4])[N:8]=2)[CH:18]=[CH:17][CH:16]=1. Given the reactants [BH4-].[Na+].C[O:4][C:5](=O)[CH2:6][N:7]1[N:11]=[N:10][C:9]([CH2:12][C:13]2[CH:18]=[CH:17][CH:16]=[C:15]([Br:19])[N:14]=2)=[N:8]1, predict the reaction product. (2) Given the reactants [Cl:1][C:2]1[CH:7]=[C:6]([C:8](O)([CH3:10])[CH3:9])[CH:5]=[CH:4][N:3]=1.C(N(S(F)(F)[F:18])CC)C.C([O-])(O)=O.[Na+], predict the reaction product. The product is: [Cl:1][C:2]1[CH:7]=[C:6]([C:8]([F:18])([CH3:10])[CH3:9])[CH:5]=[CH:4][N:3]=1. (3) Given the reactants S(=O)(=O)(O)O.[Br:6][C:7]1[C:8]([F:16])=[C:9]([C:12]([Cl:15])=[CH:13][CH:14]=1)[C:10]#[N:11].[OH-:17].[NH4+], predict the reaction product. The product is: [Br:6][C:7]1[C:8]([F:16])=[C:9]([C:12]([Cl:15])=[CH:13][CH:14]=1)[C:10]([NH2:11])=[O:17]. (4) Given the reactants O1CCCC1.[F:6][C:7]1[CH:12]=[CH:11][N:10]=[C:9]([O:13][CH2:14][C:15]2[CH:20]=[CH:19][C:18]([CH2:21][C:22](Cl)=[N:23][OH:24])=[CH:17][CH:16]=2)[CH:8]=1.[C:26]([C:28]1[C:29]([NH2:34])=[N:30][CH:31]=[CH:32][CH:33]=1)#[CH:27].C(N(CC)CC)C, predict the reaction product. The product is: [F:6][C:7]1[CH:12]=[CH:11][N:10]=[C:9]([O:13][CH2:14][C:15]2[CH:20]=[CH:19][C:18]([CH2:21][C:22]3[CH:27]=[C:26]([C:28]4[C:29]([NH2:34])=[N:30][CH:31]=[CH:32][CH:33]=4)[O:24][N:23]=3)=[CH:17][CH:16]=2)[CH:8]=1. (5) Given the reactants [C:1]1([C:7]2[CH:8]=[CH:9][N:10]3[C:15]=2[C:14]([NH:16][CH2:17][C:18]2[CH:23]=[CH:22][CH:21]=[CH:20][N:19]=2)=[N:13][C:12]([C:24]2([NH:27]C(=O)OC(C)(C)C)[CH2:26][CH2:25]2)=[N:11]3)[CH:6]=[CH:5][CH:4]=[CH:3][CH:2]=1.C(O)(C(F)(F)F)=O, predict the reaction product. The product is: [NH2:27][C:24]1([C:12]2[N:13]=[C:14]([NH:16][CH2:17][C:18]3[CH:23]=[CH:22][CH:21]=[CH:20][N:19]=3)[C:15]3=[C:7]([C:1]4[CH:6]=[CH:5][CH:4]=[CH:3][CH:2]=4)[CH:8]=[CH:9][N:10]3[N:11]=2)[CH2:25][CH2:26]1. (6) Given the reactants O=[C:2]1[C:11]2[C:6](=[CH:7][CH:8]=[C:9]([C:12]3[CH:13]=[C:14]([CH:17]=[CH:18][CH:19]=3)[C:15]#[N:16])[CH:10]=2)[O:5][CH:4]([C:20]2[CH:21]=[N:22][CH:23]=[CH:24][CH:25]=2)[CH2:3]1.C[Si]([N:30]=[C:31]=[N:32][Si](C)(C)C)(C)C, predict the reaction product. The product is: [C:15]([C:14]1[CH:13]=[C:12]([C:9]2[CH:10]=[C:11]3[C:6](=[CH:7][CH:8]=2)[O:5][CH:4]([C:20]2[CH:21]=[N:22][CH:23]=[CH:24][CH:25]=2)[CH2:3]/[C:2]/3=[N:32]\[C:31]#[N:30])[CH:19]=[CH:18][CH:17]=1)#[N:16]. (7) Given the reactants [F:1][C:2]1[CH:3]=[C:4]([CH:21]=[CH:22][C:23]=1[F:24])[CH2:5][N:6]1[C:10](=[O:11])[N:9]([C:12]2[CH:13]=[C:14]([CH:18]=[CH:19][N:20]=2)[C:15](O)=[O:16])[CH:8]=[N:7]1.C(N(C(C)C)CC)(C)C.O.[OH:35][N:36]1[C:40]2[CH:41]=[CH:42][CH:43]=C[C:39]=2[N:38]=N1.F[B-](F)(F)F.N1(OC(N(C)C)=[N+](C)C)C2C=CC=CC=2N=N1.CC1ON=C(CN)C=1, predict the reaction product. The product is: [F:1][C:2]1[CH:3]=[C:4]([CH:21]=[CH:22][C:23]=1[F:24])[CH2:5][N:6]1[C:10](=[O:11])[N:9]([C:12]2[CH:13]=[C:14]([CH:18]=[CH:19][N:20]=2)[C:15]([NH:38][CH2:39][C:40]2[CH:41]=[C:42]([CH3:43])[O:35][N:36]=2)=[O:16])[CH:8]=[N:7]1. (8) Given the reactants Cl[C:2]1[CH2:6][C@H:5]([CH:7]2[CH2:11][CH2:10][CH2:9][CH2:8]2)[N:4]([C:12]2[CH:19]=[CH:18][C:15]([C:16]#[N:17])=[C:14]([CH3:20])[N:13]=2)[N:3]=1.[CH2:21]([O:23][C:24]1[CH:33]=[C:32](B2OC(C)(C)C(C)(C)O2)[CH:31]=[CH:30][C:25]=1[C:26]([O:28][CH3:29])=[O:27])[CH3:22], predict the reaction product. The product is: [C:16]([C:15]1[CH:18]=[CH:19][C:12]([N:4]2[C@@H:5]([CH:7]3[CH2:11][CH2:10][CH2:9][CH2:8]3)[CH2:6][C:2]([C:32]3[CH:31]=[CH:30][C:25]([C:26]([O:28][CH3:29])=[O:27])=[C:24]([O:23][CH2:21][CH3:22])[CH:33]=3)=[N:3]2)=[N:13][C:14]=1[CH3:20])#[N:17]. (9) Given the reactants Cl.[C:2]1([N:8]([C:10]2[CH:15]=[CH:14][CH:13]=[CH:12][CH:11]=2)[NH2:9])[CH:7]=[CH:6][CH:5]=[CH:4][CH:3]=1.[CH2:16]([N:18]([CH2:28][CH3:29])[C:19]1[CH:26]=[CH:25][C:22]([CH:23]=O)=[C:21]([OH:27])[CH:20]=1)[CH3:17].C(=O)([O-])[O-].[Na+].[Na+], predict the reaction product. The product is: [C:2]1([N:8]([C:10]2[CH:15]=[CH:14][CH:13]=[CH:12][CH:11]=2)[N:9]=[CH:23][C:22]2[CH:25]=[CH:26][C:19]([N:18]([CH2:28][CH3:29])[CH2:16][CH3:17])=[CH:20][C:21]=2[OH:27])[CH:3]=[CH:4][CH:5]=[CH:6][CH:7]=1. (10) The product is: [CH2:24]([N:27]=[C:1]=[S:7])[CH:25]=[CH2:30].[O:28]=[N+:29]([O-:34])[C:30]([Cl:33])([Cl:32])[Cl:31]. Given the reactants [C:1]1([S:7](OCCCCCCCCCCCC)(=O)=O)C=CC=CC=1.[Na].[CH2:24]([NH2:27])[CH2:25]N.[O:28]=[N+:29]([O-:34])[C:30]([Cl:33])([Cl:32])[Cl:31], predict the reaction product.